Dataset: Forward reaction prediction with 1.9M reactions from USPTO patents (1976-2016). Task: Predict the product of the given reaction. (1) Given the reactants [Br:1][C:2]1[CH:3]=[CH:4][C:5](F)=[C:6]([C:8]([C:10]2([OH:18])[CH2:15][CH2:14][CH:13]([O:16][CH3:17])[CH2:12][CH2:11]2)=[O:9])[CH:7]=1.CC(C)([O-])C.[K+], predict the reaction product. The product is: [Br:1][C:2]1[CH:3]=[CH:4][C:5]2[O:18][C:10]3([CH2:15][CH2:14][CH:13]([O:16][CH3:17])[CH2:12][CH2:11]3)[C:8](=[O:9])[C:6]=2[CH:7]=1. (2) Given the reactants O.Cl.[NH:3]1[CH2:8][CH2:7][C:6](=[O:9])[CH2:5][CH2:4]1.N12CCCN=C1CCCCC2.[C:21]([O:25][C:26](=[O:39])[CH:27]=[C:28]1[CH2:31][N:30]([C:32]([O:34][C:35]([CH3:38])([CH3:37])[CH3:36])=[O:33])[CH2:29]1)([CH3:24])([CH3:23])[CH3:22], predict the reaction product. The product is: [C:21]([O:25][C:26](=[O:39])[CH2:27][C:28]1([N:3]2[CH2:8][CH2:7][C:6](=[O:9])[CH2:5][CH2:4]2)[CH2:31][N:30]([C:32]([O:34][C:35]([CH3:38])([CH3:37])[CH3:36])=[O:33])[CH2:29]1)([CH3:23])([CH3:24])[CH3:22]. (3) The product is: [Cl:18][C:19]1[C:20]([CH2:35][NH:36][C:15]([C@H:9]2[N:8]([C:6]([O:5][C:1]([CH3:2])([CH3:3])[CH3:4])=[O:7])[C@@H:12]([CH3:13])[C@H:11]([F:14])[CH2:10]2)=[O:17])=[CH:21][C:22]([C:25]2[CH:30]=[N:29][C:28]([C:31]([F:33])([F:34])[F:32])=[N:27][CH:26]=2)=[N:23][CH:24]=1. Given the reactants [C:1]([O:5][C:6]([N:8]1[C@@H:12]([CH3:13])[C@H:11]([F:14])[CH2:10][C@H:9]1[C:15]([OH:17])=O)=[O:7])([CH3:4])([CH3:3])[CH3:2].[Cl:18][C:19]1[C:20]([CH2:35][NH2:36])=[CH:21][C:22]([C:25]2[CH:26]=[N:27][C:28]([C:31]([F:34])([F:33])[F:32])=[N:29][CH:30]=2)=[N:23][CH:24]=1.CCN(C(C)C)C(C)C.CN(C(ON1N=NC2C=CC=NC1=2)=[N+](C)C)C.F[P-](F)(F)(F)(F)F, predict the reaction product. (4) Given the reactants Cl[C:2]1[NH:6][C:5]2[CH:7]=[CH:8][C:9]([Cl:11])=[CH:10][C:4]=2[N:3]=1.[F:12][C:13]([F:27])([F:26])[C:14]1[C:15]([N:20]2[CH2:25][CH2:24][NH:23][CH2:22][CH2:21]2)=[N:16][CH:17]=[CH:18][CH:19]=1, predict the reaction product. The product is: [Cl:11][C:9]1[CH:8]=[CH:7][C:5]2[N:6]=[C:2]([N:23]3[CH2:24][CH2:25][N:20]([C:15]4[C:14]([C:13]([F:27])([F:12])[F:26])=[CH:19][CH:18]=[CH:17][N:16]=4)[CH2:21][CH2:22]3)[NH:3][C:4]=2[CH:10]=1. (5) Given the reactants Cl.[Cl:2][C:3]1[CH:8]=[CH:7][C:6]([C@@H:9]([NH:13][C:14]([C:16]2([NH:34]C(=O)OC(C)(C)C)[CH2:21][CH2:20][N:19]([C:22]3[C:23]4[C:30]([CH:31]5[CH2:33][CH2:32]5)=[CH:29][NH:28][C:24]=4[N:25]=[CH:26][N:27]=3)[CH2:18][CH2:17]2)=[O:15])[CH2:10][CH2:11][OH:12])=[CH:5][CH:4]=1, predict the reaction product. The product is: [NH2:34][C:16]1([C:14]([NH:13][C@H:9]([C:6]2[CH:7]=[CH:8][C:3]([Cl:2])=[CH:4][CH:5]=2)[CH2:10][CH2:11][OH:12])=[O:15])[CH2:17][CH2:18][N:19]([C:22]2[C:23]3[C:30]([CH:31]4[CH2:32][CH2:33]4)=[CH:29][NH:28][C:24]=3[N:25]=[CH:26][N:27]=2)[CH2:20][CH2:21]1. (6) Given the reactants [NH2:1][C:2]1[CH:25]=[CH:24][C:5]([O:6][C:7]2[CH:12]=[CH:11][N:10]=[C:9]3[CH:13]=[C:14]([C:16]4[CH:17]=[N:18][N:19]([CH2:21][CH2:22][OH:23])[CH:20]=4)[S:15][C:8]=23)=[C:4]([F:26])[CH:3]=1.[N:27]1[CH:32]=C[CH:30]=[CH:29][CH:28]=1.Cl[C:34](OC1C=CC=CC=1)=[O:35].[CH:43]1([NH2:46])[CH2:45][CH2:44]1.CN(C=[O:51])C, predict the reaction product. The product is: [CH:43]1([NH:46][C:34](=[O:35])[O:23][CH2:22][CH2:21][N:19]2[CH:20]=[C:16]([C:14]3[S:15][C:8]4[C:9](=[N:10][CH:11]=[CH:12][C:7]=4[O:6][C:5]4[CH:24]=[CH:25][C:2]([NH:1][C:32]([NH:27][CH:28]5[CH2:29][CH2:30]5)=[O:51])=[CH:3][C:4]=4[F:26])[CH:13]=3)[CH:17]=[N:18]2)[CH2:45][CH2:44]1. (7) Given the reactants [C:1]1([S:7]([NH:10][C:11]2[C:16](I)=[CH:15][C:14]([S:18][CH3:19])=[CH:13][N:12]=2)(=[O:9])=[O:8])[CH:6]=[CH:5][CH:4]=[CH:3][CH:2]=1.[C:20]([C:22]1[O:23][C:24]([CH3:27])=[CH:25][CH:26]=1)#[CH:21].C(N(CC)CC)C.O, predict the reaction product. The product is: [C:1]1([S:7]([N:10]2[C:11]3=[N:12][CH:13]=[C:14]([S:18][CH3:19])[CH:15]=[C:16]3[CH:21]=[C:20]2[C:22]2[O:23][C:24]([CH3:27])=[CH:25][CH:26]=2)(=[O:9])=[O:8])[CH:6]=[CH:5][CH:4]=[CH:3][CH:2]=1. (8) Given the reactants [S:1]1[CH:5]=[CH:4][CH:3]=[C:2]1[S:6]([N:9]1[CH2:14][CH2:13][N:12](C2N=CC(C(O)(C(F)(F)F)C(F)(F)F)=CN=2)[C@@H:11]([CH2:31][N:32]2[CH:37]3[CH:38]([OH:40])[CH2:39][CH:33]2[CH2:34][O:35][CH2:36]3)[CH2:10]1)(=[O:8])=[O:7].C(N([CH2:46][CH3:47])CC)C.S1[CH:52]=[CH:51][CH:50]=[C:49]1S(Cl)(=O)=O.[CH2:57](Cl)Cl, predict the reaction product. The product is: [CH2:57]([O:40][CH:38]1[CH2:39][CH:33]2[N:32]([CH2:31][C@H:11]3[CH2:10][N:9]([S:6]([C:2]4[S:1][CH:5]=[CH:4][CH:3]=4)(=[O:7])=[O:8])[CH2:14][CH2:13][NH:12]3)[CH:37]1[CH2:36][O:35][CH2:34]2)[C:47]1[CH:46]=[CH:52][CH:51]=[CH:50][CH:49]=1. (9) Given the reactants [NH2:1][C:2]1[S:14][C:13]2[CH2:12][C@@H:11]3[C@H:6]([CH2:7][C@@H:8]([C:16]([N:18]([CH2:27][CH2:28][CH3:29])[C:19]([NH:21][CH2:22][CH2:23][N:24]([CH3:26])[CH3:25])=[O:20])=[O:17])[CH2:9][N:10]3[CH3:15])[CH2:5][C:4]=2[C:3]=1[C:30]#[N:31].[C:32](O)(=[O:34])[CH3:33], predict the reaction product. The product is: [C:30]([C:3]1[C:4]2[CH2:5][C@@H:6]3[C@@H:11]([CH2:12][C:13]=2[S:14][C:2]=1[NH:1][C:32](=[O:34])[CH3:33])[N:10]([CH3:15])[CH2:9][C@H:8]([C:16]([N:18]([C:19](=[O:20])[NH:21][CH2:22][CH2:23][N:24]([CH3:26])[CH3:25])[CH2:27][CH2:28][CH3:29])=[O:17])[CH2:7]3)#[N:31]. (10) Given the reactants [H-].[Na+].[CH3:3][O:4][C:5]1[CH:6]=[CH:7][C:8]2[NH:12][C:11](=[O:13])[N:10]([CH2:14][C@H:15]3[CH2:20][CH2:19][C@H:18]([C:21]([N:23]4[CH2:28][CH2:27][O:26][CH2:25][CH2:24]4)=[O:22])[CH2:17][CH2:16]3)[C:9]=2[CH:29]=1.[CH3:30]I, predict the reaction product. The product is: [CH3:3][O:4][C:5]1[CH:6]=[CH:7][C:8]2[N:12]([CH3:30])[C:11](=[O:13])[N:10]([CH2:14][C@H:15]3[CH2:20][CH2:19][C@H:18]([C:21]([N:23]4[CH2:24][CH2:25][O:26][CH2:27][CH2:28]4)=[O:22])[CH2:17][CH2:16]3)[C:9]=2[CH:29]=1.